This data is from Catalyst prediction with 721,799 reactions and 888 catalyst types from USPTO. The task is: Predict which catalyst facilitates the given reaction. (1) Reactant: [Cl:1][C:2]1[CH:7]=[CH:6][CH:5]=[CH:4][C:3]=1[N:8]1[C:16]2[NH:15][CH2:14][CH2:13][CH2:12][C:11]=2[CH:10]=[C:9]1[C:17]1[CH:22]=[CH:21][C:20]([O:23][CH3:24])=[CH:19][CH:18]=1.[CH:25]12[O:31][CH:26]1[CH2:27][CH2:28][CH2:29][CH2:30]2.C(N(CC)CC)C. Product: [Cl:1][C:2]1[CH:7]=[CH:6][CH:5]=[CH:4][C:3]=1[N:8]1[C:12]2[CH2:13][CH2:14][N:15]([C@@H:25]3[CH2:30][CH2:29][CH2:28][CH2:27][C@H:26]3[OH:31])[CH2:16][C:11]=2[CH:10]=[C:9]1[C:17]1[CH:22]=[CH:21][C:20]([O:23][CH3:24])=[CH:19][CH:18]=1. The catalyst class is: 8. (2) Reactant: [NH:1]1[C:9]2[C:4](=[CH:5][CH:6]=[CH:7][CH:8]=2)[CH:3]=[C:2]1[C:10]([N:12]1[CH2:17][CH2:16][CH:15]([C:18]([O:20]CC)=[O:19])[CH2:14][CH2:13]1)=[O:11].[OH-].[Li+]. Product: [NH:1]1[C:9]2[C:4](=[CH:5][CH:6]=[CH:7][CH:8]=2)[CH:3]=[C:2]1[C:10]([N:12]1[CH2:17][CH2:16][CH:15]([C:18]([OH:20])=[O:19])[CH2:14][CH2:13]1)=[O:11]. The catalyst class is: 20. (3) Reactant: Cl[CH2:2][C:3]([N:5]1[CH2:10][CH2:9][CH:8]([N:11]2[C:15](=[O:16])[C:14]([CH3:18])([CH3:17])[C:13]([C:19]3[CH:24]=[CH:23][C:22]([O:25][CH3:26])=[C:21]([O:27][CH3:28])[CH:20]=3)=[N:12]2)[CH2:7][CH2:6]1)=[O:4].[C:29]1(=[O:35])[NH:33][C:32](=[O:34])[CH2:31][CH2:30]1.C(=O)([O-])[O-].[K+].[K+].O. Product: [CH3:28][O:27][C:21]1[CH:20]=[C:19]([C:13]2[C:14]([CH3:17])([CH3:18])[C:15](=[O:16])[N:11]([CH:8]3[CH2:9][CH2:10][N:5]([C:3](=[O:4])[CH2:2][N:33]4[C:29](=[O:35])[CH2:30][CH2:31][C:32]4=[O:34])[CH2:6][CH2:7]3)[N:12]=2)[CH:24]=[CH:23][C:22]=1[O:25][CH3:26]. The catalyst class is: 41. (4) Reactant: [N:1]1[C:6]2[NH:7][CH:8]=[CH:9][C:5]=2[CH:4]=[N:3][CH:2]=1.[C:10]([O:14][C:15](=[O:34])[N:16]([C:26]1[CH:31]=[CH:30][C:29]([CH:32]=[O:33])=[CH:28][N:27]=1)[CH2:17][C:18]1[CH:19]=[N:20][C:21]([O:24][CH3:25])=[CH:22][CH:23]=1)([CH3:13])([CH3:12])[CH3:11].[OH-].[K+].C(=O)(O)[O-].[Na+]. Product: [C:10]([O:14][C:15](=[O:34])[N:16]([C:26]1[CH:31]=[CH:30][C:29]([CH:32]([OH:33])[C:9]2[C:5]3[CH:4]=[N:3][CH:2]=[N:1][C:6]=3[NH:7][CH:8]=2)=[CH:28][N:27]=1)[CH2:17][C:18]1[CH:19]=[N:20][C:21]([O:24][CH3:25])=[CH:22][CH:23]=1)([CH3:13])([CH3:11])[CH3:12]. The catalyst class is: 370. (5) Reactant: [O:1]1[CH2:6][CH:5]=[C:4]([C:7]2[CH:20]=[C:19]([F:21])[C:18]3[O:17][C:16]4[C:11](=[CH:12][C:13]([NH2:22])=[CH:14][CH:15]=4)[C@@:10]4([CH2:27][CH2:26][O:25][C:24]([NH2:28])=[N:23]4)[C:9]=3[CH:8]=2)[CH2:3][CH2:2]1.[CH3:29][O:30][C:31]1[N:32]=[CH:33][C:34]([C:37](O)=[O:38])=[N:35][CH:36]=1.[Cl-].COC1N=C(OC)N=C([N+]2(C)CCOCC2)N=1. Product: [NH2:28][C:24]1[O:25][CH2:26][CH2:27][C@@:10]2([N:23]=1)[C:9]1[CH:8]=[C:7]([C:4]3[CH2:3][CH2:2][O:1][CH2:6][CH:5]=3)[CH:20]=[C:19]([F:21])[C:18]=1[O:17][C:16]1[C:11]2=[CH:12][C:13]([NH:22][C:37]([C:34]2[CH:33]=[N:32][C:31]([O:30][CH3:29])=[CH:36][N:35]=2)=[O:38])=[CH:14][CH:15]=1. The catalyst class is: 5. (6) Reactant: [CH2:1]([O:3][C:4](=[O:46])[CH:5]([N:32]=C(C1C=CC=CC=1)C1C=CC=CC=1)[CH2:6][C:7]1[C:16]2[C:11](=[CH:12][CH:13]=[CH:14][CH:15]=2)[C:10]([O:17][CH2:18][CH2:19][C:20]2[N:21]=[C:22]([C:26]3[CH:31]=[CH:30][CH:29]=[CH:28][CH:27]=3)[O:23][C:24]=2[CH3:25])=[CH:9][CH:8]=1)[CH3:2].Cl. Product: [CH2:1]([O:3][C:4](=[O:46])[CH:5]([NH2:32])[CH2:6][C:7]1[C:16]2[C:11](=[CH:12][CH:13]=[CH:14][CH:15]=2)[C:10]([O:17][CH2:18][CH2:19][C:20]2[N:21]=[C:22]([C:26]3[CH:31]=[CH:30][CH:29]=[CH:28][CH:27]=3)[O:23][C:24]=2[CH3:25])=[CH:9][CH:8]=1)[CH3:2]. The catalyst class is: 1. (7) Product: [O:42]1[C:38]2=[CH:39][CH:40]=[CH:41][C:37]2=[CH:36][CH:35]=[C:34]1[CH:27]([N:12]([S:13]([C:16]1[C:21]([CH3:22])=[CH:20][C:19]([O:23][CH3:24])=[C:18]([CH3:25])[C:17]=1[CH3:26])(=[O:14])=[O:15])[CH:4]([CH2:5][C:6]1[CH:11]=[CH:10][CH:9]=[CH:8][CH:7]=1)[C:3]([OH:43])=[O:2])[C:28]1[CH:33]=[CH:32][CH:31]=[CH:30][CH:29]=1. The catalyst class is: 87. Reactant: C[O:2][C:3](=[O:43])[CH:4]([N:12]([CH:27]([C:34]1[O:42][C:38]2=[CH:39][CH:40]=[CH:41][C:37]2=[CH:36][CH:35]=1)[C:28]1[CH:33]=[CH:32][CH:31]=[CH:30][CH:29]=1)[S:13]([C:16]1[C:21]([CH3:22])=[CH:20][C:19]([O:23][CH3:24])=[C:18]([CH3:25])[C:17]=1[CH3:26])(=[O:15])=[O:14])[CH2:5][C:6]1[CH:11]=[CH:10][CH:9]=[CH:8][CH:7]=1.O[Li].O.